Dataset: Peptide-MHC class I binding affinity with 185,985 pairs from IEDB/IMGT. Task: Regression. Given a peptide amino acid sequence and an MHC pseudo amino acid sequence, predict their binding affinity value. This is MHC class I binding data. (1) The peptide sequence is TLFIGSHVV. The MHC is HLA-B44:03 with pseudo-sequence HLA-B44:03. The binding affinity (normalized) is 0. (2) The peptide sequence is IMPQGEAGL. The MHC is HLA-A02:01 with pseudo-sequence HLA-A02:01. The binding affinity (normalized) is 0.614. (3) The peptide sequence is VPRDRNGTF. The MHC is HLA-B39:01 with pseudo-sequence HLA-B39:01. The binding affinity (normalized) is 0.0847. (4) The peptide sequence is GGLACDLPG. The MHC is HLA-B15:03 with pseudo-sequence HLA-B15:03. The binding affinity (normalized) is 0.0695. (5) The peptide sequence is KVYGRYSAV. The MHC is HLA-A02:03 with pseudo-sequence HLA-A02:03. The binding affinity (normalized) is 0.146. (6) The peptide sequence is THLEGKIII. The MHC is Mamu-A07 with pseudo-sequence Mamu-A07. The binding affinity (normalized) is 0.0538.